Dataset: Catalyst prediction with 721,799 reactions and 888 catalyst types from USPTO. Task: Predict which catalyst facilitates the given reaction. Reactant: [Br:1][C:2]1[CH:3]=[C:4]([CH:8]=[CH:9][N:10]=1)[C:5]([OH:7])=O.CCN=C=NCCCN(C)C.Cl.[F:23][C:24]([F:34])([F:33])[C:25]1[CH:26]=[C:27]([CH:30]=[CH:31][CH:32]=1)[CH2:28][NH2:29]. Product: [F:23][C:24]([F:33])([F:34])[C:25]1[CH:26]=[C:27]([CH:30]=[CH:31][CH:32]=1)[CH2:28][NH:29][C:5](=[O:7])[C:4]1[CH:8]=[CH:9][N:10]=[C:2]([Br:1])[CH:3]=1. The catalyst class is: 112.